This data is from NCI-60 drug combinations with 297,098 pairs across 59 cell lines. The task is: Regression. Given two drug SMILES strings and cell line genomic features, predict the synergy score measuring deviation from expected non-interaction effect. (1) Drug 1: CCC(=C(C1=CC=CC=C1)C2=CC=C(C=C2)OCCN(C)C)C3=CC=CC=C3.C(C(=O)O)C(CC(=O)O)(C(=O)O)O. Drug 2: CCN(CC)CCNC(=O)C1=C(NC(=C1C)C=C2C3=C(C=CC(=C3)F)NC2=O)C. Cell line: NCIH23. Synergy scores: CSS=2.53, Synergy_ZIP=-2.13, Synergy_Bliss=-6.33, Synergy_Loewe=-4.60, Synergy_HSA=-5.24. (2) Synergy scores: CSS=-7.91, Synergy_ZIP=3.50, Synergy_Bliss=-0.385, Synergy_Loewe=-7.48, Synergy_HSA=-6.71. Drug 1: CC1=CC2C(CCC3(C2CCC3(C(=O)C)OC(=O)C)C)C4(C1=CC(=O)CC4)C. Cell line: HS 578T. Drug 2: CCN(CC)CCNC(=O)C1=C(NC(=C1C)C=C2C3=C(C=CC(=C3)F)NC2=O)C.